Predict the product of the given reaction. From a dataset of Forward reaction prediction with 1.9M reactions from USPTO patents (1976-2016). (1) Given the reactants [F:1][CH:2]([F:11])[C:3]([C:5]1[CH:10]=[CH:9][CH:8]=[CH:7][CH:6]=1)=[O:4].Br[C:13]1[CH:18]=[CH:17][C:16]([Cl:19])=[CH:15][CH:14]=1, predict the reaction product. The product is: [F:1][C:2]([F:11])([C:13]1[CH:18]=[CH:17][C:16]([Cl:19])=[CH:15][CH:14]=1)[C:3]([C:5]1[CH:6]=[CH:7][CH:8]=[CH:9][CH:10]=1)=[O:4]. (2) Given the reactants [CH3:1][CH:2]1[CH2:7][CH2:6][N:5]([C:8]([O:10][C:11]([CH3:14])([CH3:13])[CH3:12])=[O:9])[CH2:4][CH:3]1[C:15]1[N:19]2[C:20]3[CH:26]=[CH:25][N:24](S(C4C=CC(C)=CC=4)(=O)=O)[C:21]=3[N:22]=[CH:23][C:18]2=[CH:17][N:16]=1.[OH-].[Na+].CC(O)=O, predict the reaction product. The product is: [C:15]1([CH:3]2[CH:2]([CH3:1])[CH2:7][CH2:6][N:5]([C:8]([O:10][C:11]([CH3:12])([CH3:14])[CH3:13])=[O:9])[CH2:4]2)[N:19]2[C:20]3[CH:26]=[CH:25][NH:24][C:21]=3[N:22]=[CH:23][C:18]2=[CH:17][N:16]=1. (3) Given the reactants [Cl:1][C:2]1[C:11]([F:12])=[CH:10][C:9]([N+:13]([O-])=O)=[C:8]2[C:3]=1[CH:4]=[CH:5][CH:6]=[N:7]2.O.NN, predict the reaction product. The product is: [Cl:1][C:2]1[C:11]([F:12])=[CH:10][C:9]([NH2:13])=[C:8]2[C:3]=1[CH:4]=[CH:5][CH:6]=[N:7]2. (4) Given the reactants [Cl:1][C:2]1[CH:7]=[CH:6][CH:5]=[CH:4][C:3]=1[C:8]1[C:17]([CH2:18][NH2:19])=[CH:16][C:15]2[C:10](=[C:11]([CH3:20])[CH:12]=[CH:13][CH:14]=2)[N:9]=1.Cl[C:22]1[N:27]=[C:26](Cl)[C:25]([C:29]([F:32])([F:31])[F:30])=[CH:24][N:23]=1.CC[N:35](C(C)C)C(C)C, predict the reaction product. The product is: [Cl:1][C:2]1[CH:7]=[CH:6][CH:5]=[CH:4][C:3]=1[C:8]1[C:17]([CH2:18][NH:19][C:24]2[C:25]([C:29]([F:32])([F:31])[F:30])=[CH:26][N:27]=[C:22]([NH2:35])[N:23]=2)=[CH:16][C:15]2[C:10](=[C:11]([CH3:20])[CH:12]=[CH:13][CH:14]=2)[N:9]=1.[Cl:1][C:2]1[CH:7]=[CH:6][CH:5]=[CH:4][C:3]=1[C:8]1[C:17]([CH2:18][NH:19][C:22]2[N:27]=[C:26]([NH2:35])[C:25]([C:29]([F:32])([F:31])[F:30])=[CH:24][N:23]=2)=[CH:16][C:15]2[C:10](=[C:11]([CH3:20])[CH:12]=[CH:13][CH:14]=2)[N:9]=1.